This data is from Forward reaction prediction with 1.9M reactions from USPTO patents (1976-2016). The task is: Predict the product of the given reaction. (1) Given the reactants [O:1]=[C:2]1[NH:6][C:5]2[CH:7]=[CH:8][C:9]([CH:11]=[O:12])=[CH:10][C:4]=2[S:3]1.Br[CH2:14][CH2:15][CH:16]=[CH2:17].[I-].[K+].C(=O)([O-])[O-].[K+].[K+], predict the reaction product. The product is: [CH2:17]([N:6]1[C:5]2[CH:7]=[CH:8][C:9]([CH:11]=[O:12])=[CH:10][C:4]=2[S:3][C:2]1=[O:1])[CH2:16][CH:15]=[CH2:14]. (2) Given the reactants [CH2:1]([O:8][C:9]1[CH:14]=[CH:13][C:12]([CH2:15][CH2:16][CH2:17][CH2:18][CH2:19][CH2:20][CH2:21][S:22](Cl)(=[O:24])=[O:23])=[CH:11][CH:10]=1)[C:2]1[CH:7]=[CH:6][CH:5]=[CH:4][CH:3]=1.[CH3:26][OH:27], predict the reaction product. The product is: [CH3:26][O:27][S:22]([CH2:21][CH2:20][CH2:19][CH2:18][CH2:17][CH2:16][CH2:15][C:12]1[CH:11]=[CH:10][C:9]([O:8][CH2:1][C:2]2[CH:7]=[CH:6][CH:5]=[CH:4][CH:3]=2)=[CH:14][CH:13]=1)(=[O:24])=[O:23].